This data is from Full USPTO retrosynthesis dataset with 1.9M reactions from patents (1976-2016). The task is: Predict the reactants needed to synthesize the given product. (1) Given the product [Br:15][CH2:16][CH2:17][CH2:18][CH2:19][CH2:20][CH2:21][CH2:22][CH2:23][CH2:24][CH2:25][CH2:26][O:14][C:11]1[CH:10]=[CH:9][C:8]([CH:5]2[CH2:4][CH2:3][CH:2]([OH:1])[CH2:7][CH2:6]2)=[CH:13][CH:12]=1, predict the reactants needed to synthesize it. The reactants are: [OH:1][CH:2]1[CH2:7][CH2:6][CH:5]([C:8]2[CH:13]=[CH:12][C:11]([OH:14])=[CH:10][CH:9]=2)[CH2:4][CH2:3]1.[Br:15][CH2:16][CH2:17][CH2:18][CH2:19][CH2:20][CH2:21][CH2:22][CH2:23][CH2:24][CH2:25][CH2:26]Br.C([O-])([O-])=O.[K+].[K+]. (2) The reactants are: [CH:1]1([CH2:4][S:5]([CH:8]2[CH2:13][CH2:12][C:11]([C:16]([N:18]3[CH2:22][CH2:21][CH2:20][CH2:19]3)=O)([C:14]#[N:15])[CH2:10][CH2:9]2)(=[O:7])=[O:6])[CH2:3][CH2:2]1.B.C1COCC1. Given the product [CH:1]1([CH2:4][S:5]([CH:8]2[CH2:13][CH2:12][C:11]([CH2:14][NH2:15])([CH2:16][N:18]3[CH2:19][CH2:20][CH2:21][CH2:22]3)[CH2:10][CH2:9]2)(=[O:7])=[O:6])[CH2:3][CH2:2]1, predict the reactants needed to synthesize it. (3) Given the product [Si:18]([O:1][C:2]1[CH:3]=[CH:4][C:5]([I:12])=[C:6]2[C:11]=1[N:10]=[CH:9][CH:8]=[CH:7]2)([C:21]([CH3:24])([CH3:23])[CH3:22])([CH3:20])[CH3:19], predict the reactants needed to synthesize it. The reactants are: [OH:1][C:2]1[CH:3]=[CH:4][C:5]([I:12])=[C:6]2[C:11]=1[N:10]=[CH:9][CH:8]=[CH:7]2.N1C=CN=C1.[Si:18](Cl)([C:21]([CH3:24])([CH3:23])[CH3:22])([CH3:20])[CH3:19]. (4) Given the product [ClH:1].[CH3:44][O:43][C:40]1[CH:39]=[CH:38][C:37]([C:25]2[N:26]=[C:27]([C:29]([N:31]3[CH2:36][CH2:35][CH2:34][CH2:33][CH2:32]3)=[O:30])[O:28][C:24]=2[C:21]2[CH:22]=[CH:23][C:18]([O:17][CH2:16][CH2:15][NH2:14])=[CH:19][CH:20]=2)=[CH:42][CH:41]=1, predict the reactants needed to synthesize it. The reactants are: [ClH:1].O1CCOCC1.C(OC(=O)[NH:14][CH2:15][CH2:16][O:17][C:18]1[CH:23]=[CH:22][C:21]([C:24]2[O:28][C:27]([C:29]([N:31]3[CH2:36][CH2:35][CH2:34][CH2:33][CH2:32]3)=[O:30])=[N:26][C:25]=2[C:37]2[CH:42]=[CH:41][C:40]([O:43][CH3:44])=[CH:39][CH:38]=2)=[CH:20][CH:19]=1)(C)(C)C. (5) Given the product [C:1]([O:5][C:6](=[O:24])[NH:7][CH:8]([C:12](=[O:23])[NH:13][C:14]1[CH:18]=[C:17]([C:19]([CH3:22])([CH3:21])[CH3:20])[O:16][N:15]=1)[CH3:9])([CH3:3])([CH3:2])[CH3:4], predict the reactants needed to synthesize it. The reactants are: [C:1]([O:5][C:6](=[O:24])[NH:7][CH:8]([C:12](=[O:23])[NH:13][C:14]1[CH:18]=[C:17]([C:19]([CH3:22])([CH3:21])[CH3:20])[O:16][N:15]=1)[CH2:9]CC)([CH3:4])([CH3:3])[CH3:2].NC1C=CON=1. (6) Given the product [CH:14]([N:51]([C@H:48]1[CH2:47][CH2:46][C@H:45]([C:43]([NH:42][C:29]2[C:28]3[CH:53]=[C:24]([C:22]([O:21][CH3:20])=[O:23])[CH:25]=[CH:26][C:27]=3[O:31][C:30]=2[C:32]([NH:3][C:2]2[CH:12]=[CH:11][C:4]([Cl:19])=[CH:5][N:1]=2)=[O:33])=[O:44])[CH2:50][CH2:49]1)[CH3:52])=[O:15], predict the reactants needed to synthesize it. The reactants are: [NH:1]1[CH:5]=[CH:4][N:3]=[CH:2]1.C(N([CH2:11][CH3:12])CC)C.C(Cl)(=O)[C:14](Cl)=[O:15].[ClH:19].[CH3:20][O:21][C:22]([C:24]1[CH:25]=[CH:26][C:27]2[O:31][C:30]([C:32](NC3C=CC(Cl)=CN=3)=[O:33])=[C:29]([NH:42][C:43]([C@H:45]3[CH2:50][CH2:49][C@H:48]([NH:51][CH3:52])[CH2:47][CH2:46]3)=[O:44])[C:28]=2[CH:53]=1)=[O:23]. (7) Given the product [C:32]([CH:31]1[CH:17]([C:16]2[CH:19]=[CH:20][CH:21]=[C:14]([O:13][C:12]([F:23])([F:22])[F:11])[CH:15]=2)[N:1]([C:2]2[CH:3]=[C:4]([CH3:10])[C:5](=[O:9])[N:6]([CH3:8])[CH:7]=2)[C:27](=[O:26])[C:29]1=[O:30])(=[O:33])[CH3:34], predict the reactants needed to synthesize it. The reactants are: [NH2:1][C:2]1[CH:3]=[C:4]([CH3:10])[C:5](=[O:9])[N:6]([CH3:8])[CH:7]=1.[F:11][C:12]([F:23])([F:22])[O:13][C:14]1[CH:15]=[C:16]([CH:19]=[CH:20][CH:21]=1)[CH:17]=O.CC[O:26][C:27]([C:29]([CH2:31][C:32]([CH3:34])=[O:33])=[O:30])=O. (8) Given the product [O:22]=[C:21]1[C:20]([C:14]2[CH:19]=[CH:18][CH:17]=[CH:16][CH:15]=2)=[CH:25][C:24](=[O:23])[N:1]1[CH2:2][CH:3]([C:8]1([CH3:13])[O:9][CH2:10][CH2:11][O:12]1)[C:4]([O:6][CH3:7])=[O:5], predict the reactants needed to synthesize it. The reactants are: [NH2:1][CH2:2][CH:3]([C:8]1([CH3:13])[O:12][CH2:11][CH2:10][O:9]1)[C:4]([O:6][CH3:7])=[O:5].[C:14]1([C:20]2[C:21]([O:23][C:24](=O)[CH:25]=2)=[O:22])[CH:19]=[CH:18][CH:17]=[CH:16][CH:15]=1.